From a dataset of Reaction yield outcomes from USPTO patents with 853,638 reactions. Predict the reaction yield, written as a fraction of the theoretical maximum amount of product (1.0 means a 100% yield; for example, 0.34 means a 34% yield). (1) The reactants are CO[C:3](=[O:25])[C:4]1[C:9]([Cl:10])=[CH:8][C:7](Cl)=[CH:6][C:5]=1[NH:12][C:13](=[O:24])[CH:14]([C:16]1[CH:21]=[CH:20][C:19]([O:22][CH3:23])=[CH:18][CH:17]=1)[CH3:15].[H-].[Na+].Cl.C1C[O:32][CH2:31]C1. No catalyst specified. The product is [Cl:10][C:9]1[CH:8]=[C:7]([O:32][CH3:31])[CH:6]=[C:5]2[C:4]=1[C:3](=[O:25])[C:14]([C:16]1[CH:21]=[CH:20][C:19]([O:22][CH3:23])=[CH:18][CH:17]=1)([CH3:15])[C:13](=[O:24])[NH:12]2. The yield is 0.410. (2) The reactants are [Br:1][C:2]1[CH:7]=[CH:6][C:5]([N:8]2[C:12](C(O)=O)=[C:11]([CH3:16])[N:10]=[N:9]2)=[CH:4][CH:3]=1.[F:17][C:18]([F:29])([F:28])[C:19]1[CH:20]=[C:21]([C@H:25]([OH:27])[CH3:26])[CH:22]=[CH:23][CH:24]=1.C([N:32]([CH2:35]C)CC)C.C1(P(N=[N+]=[N-])(C2C=CC=CC=2)=[O:44])C=CC=CC=1. The catalyst is C1(C)C=CC=CC=1. The product is [F:17][C:18]([F:28])([F:29])[C:19]1[CH:20]=[C:21]([C@H:25]([O:27][C:35](=[O:44])[NH:32][C:12]2[N:8]([C:5]3[CH:4]=[CH:3][C:2]([Br:1])=[CH:7][CH:6]=3)[N:9]=[N:10][C:11]=2[CH3:16])[CH3:26])[CH:22]=[CH:23][CH:24]=1. The yield is 0.364.